From a dataset of Peptide-MHC class I binding affinity with 185,985 pairs from IEDB/IMGT. Regression. Given a peptide amino acid sequence and an MHC pseudo amino acid sequence, predict their binding affinity value. This is MHC class I binding data. (1) The peptide sequence is AEWDRVHPV. The MHC is HLA-A23:01 with pseudo-sequence HLA-A23:01. The binding affinity (normalized) is 0. (2) The peptide sequence is STFWPCLLR. The MHC is HLA-A68:01 with pseudo-sequence HLA-A68:01. The binding affinity (normalized) is 1.00. (3) The peptide sequence is LILSNKLLY. The MHC is HLA-A31:01 with pseudo-sequence HLA-A31:01. The binding affinity (normalized) is 0.202. (4) The peptide sequence is KDVWEQWWTDY. The MHC is Mamu-B52 with pseudo-sequence Mamu-B52. The binding affinity (normalized) is 0.409. (5) The peptide sequence is RYFCTEKDL. The MHC is H-2-Kd with pseudo-sequence H-2-Kd. The binding affinity (normalized) is 0.622. (6) The peptide sequence is KIPAPPSAAIA. The MHC is Mamu-A01 with pseudo-sequence Mamu-A01. The binding affinity (normalized) is 0. (7) The peptide sequence is FTNKLINGY. The MHC is HLA-B08:01 with pseudo-sequence HLA-B08:01. The binding affinity (normalized) is 0.0847. (8) The peptide sequence is FILGIIITV. The binding affinity (normalized) is 1.00. The MHC is HLA-A02:06 with pseudo-sequence HLA-A02:06. (9) The peptide sequence is NLLDSYFVVK. The MHC is HLA-A31:01 with pseudo-sequence HLA-A31:01. The binding affinity (normalized) is 0.179.